Dataset: Catalyst prediction with 721,799 reactions and 888 catalyst types from USPTO. Task: Predict which catalyst facilitates the given reaction. (1) Reactant: [C:1]([C:3]([C:6]1[CH:7]=[C:8]([CH:12]=[CH:13][CH:14]=1)[C:9]([OH:11])=O)([CH3:5])[CH3:4])#[N:2].CN(C(ON1N=NC2C=CC=CC1=2)=[N+](C)C)C.[B-](F)(F)(F)F.CCN(C(C)C)C(C)C.[CH3:46][C:47]1[CH:53]=[CH:52][C:50]([NH2:51])=[CH:49][C:48]=1[N+:54]([O-:56])=[O:55].C(O)(=O)CC(CC(O)=O)(C(O)=O)O. Product: [C:1]([C:3]([C:6]1[CH:7]=[C:8]([CH:12]=[CH:13][CH:14]=1)[C:9]([NH:51][C:50]1[CH:52]=[CH:53][C:47]([CH3:46])=[C:48]([N+:54]([O-:56])=[O:55])[CH:49]=1)=[O:11])([CH3:4])[CH3:5])#[N:2]. The catalyst class is: 3. (2) Reactant: [Li+].[Cl:2][C:3]1[CH:8]=[CH:7][N:6]=[C:5]2[CH:9]=[C:10]([C:12]([O-])=[O:13])[S:11][C:4]=12.S(Cl)(Cl)=O.[BH4-].[Na+]. Product: [OH:13][CH2:12][C:10]1[S:11][C:4]2[C:5](=[N:6][CH:7]=[CH:8][C:3]=2[Cl:2])[CH:9]=1. The catalyst class is: 479. (3) Reactant: [C:1]1([Si:7]([C:10]2[CH:15]=[CH:14][CH:13]=[CH:12][CH:11]=2)([OH:9])[OH:8])[CH:6]=[CH:5][CH:4]=[CH:3][CH:2]=1.[CH:16]([Si:18]([O:23][CH3:24])([O:21][CH3:22])OC)=[CH2:17]. Product: [CH3:24][O:23][Si:18]([O:21][CH3:22])([CH:16]=[CH2:17])[O:8][Si:7]([C:10]1[CH:15]=[CH:14][CH:13]=[CH:12][CH:11]=1)([C:1]1[CH:2]=[CH:3][CH:4]=[CH:5][CH:6]=1)[O:9][Si:18]([O:23][CH3:24])([O:21][CH3:22])[CH:16]=[CH2:17]. The catalyst class is: 7. (4) Reactant: C[O:2][C:3](=[O:41])[CH2:4][N:5]([CH2:33][C:34]1[CH:39]=[CH:38][C:37]([Cl:40])=[CH:36][CH:35]=1)[CH:6]1[CH2:10][CH2:9][N:8]([CH2:11][CH2:12][CH:13]=[C:14]2[C:20]3[CH:21]=[CH:22][CH:23]=[N:24][C:19]=3[CH2:18][O:17][C:16]3[CH:25]=[CH:26][C:27]([C:29]([OH:32])([CH3:31])[CH3:30])=[CH:28][C:15]2=3)[CH2:7]1.O.[OH-].[Li+]. Product: [Cl:40][C:37]1[CH:36]=[CH:35][C:34]([CH2:33][N:5]([CH2:4][C:3]([OH:41])=[O:2])[CH:6]2[CH2:10][CH2:9][N:8]([CH2:11][CH2:12][CH:13]=[C:14]3[C:20]4[CH:21]=[CH:22][CH:23]=[N:24][C:19]=4[CH2:18][O:17][C:16]4[CH:25]=[CH:26][C:27]([C:29]([OH:32])([CH3:31])[CH3:30])=[CH:28][C:15]3=4)[CH2:7]2)=[CH:39][CH:38]=1. The catalyst class is: 20. (5) Reactant: C(O[N:9]=[C:10]([C:12]1[CH:16]=[C:15]([Br:17])[S:14][CH:13]=1)[CH3:11])C1C=CC=CC=1.B.O1CCCC1.CO. Product: [Br:17][C:15]1[S:14][CH:13]=[C:12]([CH:10]([NH2:9])[CH3:11])[CH:16]=1. The catalyst class is: 7. (6) Reactant: [Cl:1][C:2]1[CH:10]=[CH:9][CH:8]=[C:7]2[C:3]=1[C:4]([C:17]([NH:19][CH2:20][CH:21]1[CH2:26][CH2:25][C:24]([F:28])([F:27])[CH2:23][CH2:22]1)=[O:18])=[CH:5][N:6]2[CH2:11][CH:12]1[CH2:16][CH2:15][CH2:14][NH:13]1.C(O[C:32]1(O[Si](C)(C)C)[CH2:34][CH2:33]1)C.[BH3-]C#N.[Na+].CC(O)=O.C([O-])(O)=O.[Na+]. Product: [Cl:1][C:2]1[CH:10]=[CH:9][CH:8]=[C:7]2[C:3]=1[C:4]([C:17]([NH:19][CH2:20][CH:21]1[CH2:26][CH2:25][C:24]([F:28])([F:27])[CH2:23][CH2:22]1)=[O:18])=[CH:5][N:6]2[CH2:11][CH:12]1[CH2:16][CH2:15][CH2:14][N:13]1[CH:32]1[CH2:34][CH2:33]1. The catalyst class is: 5. (7) Reactant: [C:1]([O:5][C:6](=[O:20])[N:7]([CH2:13][C:14]1[CH:19]=[CH:18][CH:17]=[CH:16][CH:15]=1)[CH2:8][CH2:9][CH2:10][CH2:11][OH:12])([CH3:4])([CH3:3])[CH3:2].[Cr](O[Cr]([O-])(=O)=O)([O-])(=O)=[O:22].[NH+]1C=CC=CC=1.[NH+]1C=CC=CC=1.O.Cl. Product: [CH2:13]([N:7]([C:6]([O:5][C:1]([CH3:4])([CH3:2])[CH3:3])=[O:20])[CH2:8][CH2:9][CH2:10][C:11]([OH:22])=[O:12])[C:14]1[CH:19]=[CH:18][CH:17]=[CH:16][CH:15]=1. The catalyst class is: 9.